The task is: Predict the reaction yield, written as a fraction of the theoretical maximum amount of product (1.0 means a 100% yield; for example, 0.34 means a 34% yield).. This data is from Reaction yield outcomes from USPTO patents with 853,638 reactions. (1) The reactants are I.[Cl:2][C:3]1[C:4]2[C:5]3[C:6](=[C:20]([CH3:23])[O:21][N:22]=3)[C:7](=[O:19])[N:8]([CH:13]3[CH2:18][CH2:17][CH2:16][NH:15][CH2:14]3)[C:9]=2[CH:10]=[CH:11][CH:12]=1.[CH2:24]([O:26][C:27](=[O:30])[CH2:28]Br)[CH3:25].C(=O)([O-])[O-].[K+].[K+]. The catalyst is O1CCCC1. The product is [CH2:24]([O:26][C:27](=[O:30])[CH2:28][N:15]1[CH2:16][CH2:17][CH2:18][CH:13]([N:8]2[C:9]3[CH:10]=[CH:11][CH:12]=[C:3]([Cl:2])[C:4]=3[C:5]3=[N:22][O:21][C:20]([CH3:23])=[C:6]3[C:7]2=[O:19])[CH2:14]1)[CH3:25]. The yield is 0.650. (2) The reactants are FC(F)(F)C([N:5]1[CH2:11][C@@H:10]([CH3:12])[C:9]2[CH:13]=[C:14]([Cl:17])[CH:15]=[CH:16][C:8]=2[CH2:7][CH2:6]1)=O.[OH-].[Na+].FC(F)(F)C(N)=O. The catalyst is CO. The product is [Cl:17][C:14]1[CH:15]=[CH:16][C:8]2[CH2:7][CH2:6][NH:5][CH2:11][C@@H:10]([CH3:12])[C:9]=2[CH:13]=1. The yield is 0.990. (3) The reactants are [CH:1]1([C:7]2[N:11]3[C:12]4[C:18](I)=[CH:17][N:16]([CH2:20][O:21][CH2:22][CH2:23][Si:24]([CH3:27])([CH3:26])[CH3:25])[C:13]=4[N:14]=[CH:15][C:10]3=[N:9][CH:8]=2)[CH2:6][CH2:5][CH2:4][CH2:3][CH2:2]1.[C:28](=O)([O-])[O-].[Cs+].[Cs+].C1(P(C2CCCCC2)C2CCCCC2)CCCCC1.COB(OC)OC. The catalyst is O1CCOCC1.C1C=CC(/C=C/C(/C=C/C2C=CC=CC=2)=O)=CC=1.C1C=CC(/C=C/C(/C=C/C2C=CC=CC=2)=O)=CC=1.C1C=CC(/C=C/C(/C=C/C2C=CC=CC=2)=O)=CC=1.[Pd].[Pd]. The product is [CH:1]1([C:7]2[N:11]3[C:12]4[C:18]([CH3:28])=[CH:17][N:16]([CH2:20][O:21][CH2:22][CH2:23][Si:24]([CH3:27])([CH3:26])[CH3:25])[C:13]=4[N:14]=[CH:15][C:10]3=[N:9][CH:8]=2)[CH2:6][CH2:5][CH2:4][CH2:3][CH2:2]1. The yield is 0.410. (4) The product is [CH:12]([C:4]1[N:5]=[C:6]([NH2:9])[CH:7]=[CH:8][C:3]=1[O:2][CH3:1])([CH3:14])[CH3:13]. The catalyst is C(O)C.[Pd]. The yield is 0.800. The reactants are [CH3:1][O:2][C:3]1[C:4]([C:12]([CH3:14])=[CH2:13])=[N:5][C:6]([N+:9]([O-])=O)=[CH:7][CH:8]=1.